The task is: Predict the product of the given reaction.. This data is from Forward reaction prediction with 1.9M reactions from USPTO patents (1976-2016). Given the reactants [Cl:1][C:2]1[CH:3]=[N:4][C:5]2[NH:6][C:7]3[CH:8]=[CH:9][CH:10]=[C:11]([CH:39]=3)[CH2:12][CH2:13][C:14]3[CH:22]=[C:18]([NH:19][C:20]=1[N:21]=2)[CH:17]=[CH:16][C:15]=3[NH:23][C:24]([CH:26]1[CH2:31][CH2:30][N:29](C(OC(C)(C)C)=O)[CH2:28][CH2:27]1)=[O:25].[F:40][C:41]([F:46])([F:45])[C:42]([OH:44])=[O:43], predict the reaction product. The product is: [F:40][C:41]([F:46])([F:45])[C:42]([OH:44])=[O:43].[F:40][C:41]([F:46])([F:45])[C:42]([OH:44])=[O:43].[Cl:1][C:2]1[CH:3]=[N:4][C:5]2[NH:6][C:7]3[CH:8]=[CH:9][CH:10]=[C:11]([CH:39]=3)[CH2:12][CH2:13][C:14]3[CH:22]=[C:18]([NH:19][C:20]=1[N:21]=2)[CH:17]=[CH:16][C:15]=3[NH:23][C:24]([CH:26]1[CH2:31][CH2:30][NH:29][CH2:28][CH2:27]1)=[O:25].